This data is from Forward reaction prediction with 1.9M reactions from USPTO patents (1976-2016). The task is: Predict the product of the given reaction. (1) Given the reactants [Cl:1][C:2]1[CH:3]=[C:4]([CH:8]=[CH:9][C:10]=1[C:11](=[O:26])[NH:12][C:13]1[CH:18]=[CH:17][C:16]([Cl:19])=[C:15]([C:20]2[CH:25]=[CH:24][CH:23]=[CH:22][N:21]=2)[CH:14]=1)[C:5]([OH:7])=O.[NH2:27][C@@H:28]([CH3:31])[CH2:29][OH:30], predict the reaction product. The product is: [Cl:1][C:2]1[CH:3]=[C:4]([C:5]([NH:27][C@@H:28]([CH3:31])[CH2:29][OH:30])=[O:7])[CH:8]=[CH:9][C:10]=1[C:11]([NH:12][C:13]1[CH:18]=[CH:17][C:16]([Cl:19])=[C:15]([C:20]2[CH:25]=[CH:24][CH:23]=[CH:22][N:21]=2)[CH:14]=1)=[O:26]. (2) Given the reactants [OH:1][C@H:2]([C@@H:14]([NH:19][C:20](=[O:40])[O:21][C@H:22]([CH2:27][O:28][C:29]1[CH:34]=[CH:33][C:32]([N:35]2[CH:39]=[CH:38][N:37]=[CH:36]2)=[CH:31][CH:30]=1)[C:23]([CH3:26])([CH3:25])[CH3:24])[CH2:15][CH2:16][CH2:17][CH3:18])[CH2:3][NH:4][S:5]([C:8]1[CH:13]=[CH:12][CH:11]=[CH:10][N:9]=1)(=[O:7])=[O:6].O[C@@H]([C@@H](NC(=O)O[C@H](COC1C=CC(N2C=CN=C2)=CC=1)C(C)(C)C)CCCC)CNS(C1C=CC=CN=1)(=O)=O.CC(OI1(OC(C)=O)(OC(C)=O)OC(=O)C2C=CC=CC1=2)=O.S([O-])([O-])(=O)=S.[Na+].[Na+].C(=O)(O)[O-].[Na+], predict the reaction product. The product is: [N:9]1[CH:10]=[CH:11][CH:12]=[CH:13][C:8]=1[S:5]([NH:4][CH2:3][C:2]([C@@H:14]([NH:19][C:20](=[O:40])[O:21][C@H:22]([CH2:27][O:28][C:29]1[CH:30]=[CH:31][C:32]([N:35]2[CH:39]=[CH:38][N:37]=[CH:36]2)=[CH:33][CH:34]=1)[C:23]([CH3:26])([CH3:25])[CH3:24])[CH2:15][CH2:16][CH2:17][CH3:18])=[O:1])(=[O:6])=[O:7]. (3) Given the reactants [CH3:1][O:2][C:3]([C:5]1[C:13]2[O:12][C:11](Cl)=[N:10][C:9]=2[CH:8]=[CH:7][CH:6]=1)=[O:4].[NH2:15][CH:16]1[CH2:21][CH2:20][N:19]([C:22]([O:24][CH2:25][CH3:26])=[O:23])[CH2:18][CH2:17]1, predict the reaction product. The product is: [CH3:1][O:2][C:3]([C:5]1[C:13]2[O:12][C:11]([NH:15][CH:16]3[CH2:17][CH2:18][N:19]([C:22]([O:24][CH2:25][CH3:26])=[O:23])[CH2:20][CH2:21]3)=[N:10][C:9]=2[CH:8]=[CH:7][CH:6]=1)=[O:4]. (4) Given the reactants [CH:1]([C:3]1[C:4]([CH3:28])=[C:5]2[C:10]([NH:11][C:12]3[CH:17]=[CH:16][C:15]([O:18][C:19]4[CH:24]=[CH:23][CH:22]=[CH:21][CH:20]=4)=[CH:14][CH:13]=3)=[C:9]([C:25]#[N:26])[CH:8]=[N:7][N:6]2[CH:27]=1)=O.[CH3:29][N:30]1[CH2:35][CH2:34][NH:33][CH2:32][CH2:31]1.[BH-](OC(C)=O)(OC(C)=O)OC(C)=O.[Na+], predict the reaction product. The product is: [CH3:28][C:4]1[C:3]([CH2:1][N:33]2[CH2:34][CH2:35][N:30]([CH3:29])[CH2:31][CH2:32]2)=[CH:27][N:6]2[C:5]=1[C:10]([NH:11][C:12]1[CH:17]=[CH:16][C:15]([O:18][C:19]3[CH:20]=[CH:21][CH:22]=[CH:23][CH:24]=3)=[CH:14][CH:13]=1)=[C:9]([C:25]#[N:26])[CH:8]=[N:7]2. (5) Given the reactants CC1C=CC(S([O:11][CH2:12][CH2:13][O:14][CH2:15][CH2:16][O:17][CH2:18][CH2:19][O:20][CH2:21][CH2:22][O:23][CH2:24][CH2:25][O:26][CH2:27][CH2:28][O:29][CH2:30][CH2:31][O:32][CH2:33][CH2:34]O)(=O)=O)=CC=1.[N-:36]=[N+:37]=[N-:38].[Na+].O, predict the reaction product. The product is: [N:36]([CH2:34][CH2:33][O:32][CH2:31][CH2:30][O:29][CH2:28][CH2:27][O:26][CH2:25][CH2:24][O:23][CH2:22][CH2:21][O:20][CH2:19][CH2:18][O:17][CH2:16][CH2:15][O:14][CH2:13][CH2:12][OH:11])=[N+:37]=[N-:38]. (6) Given the reactants C([O:3][C:4](=[O:34])[CH2:5][N:6]1[C:14]2[CH2:13][CH2:12][CH2:11][C@@H:10]([N:15]([CH3:33])[S:16]([C:19]3[CH:24]=[C:23]([C:25]([F:28])([F:27])[F:26])[CH:22]=[C:21]([C:29]4([CH3:32])[CH2:31][CH2:30]4)[CH:20]=3)(=[O:18])=[O:17])[C:9]=2[CH:8]=[N:7]1)C, predict the reaction product. The product is: [CH3:33][N:15]([S:16]([C:19]1[CH:24]=[C:23]([C:25]([F:28])([F:27])[F:26])[CH:22]=[C:21]([C:29]2([CH3:32])[CH2:31][CH2:30]2)[CH:20]=1)(=[O:18])=[O:17])[C@@H:10]1[CH2:11][CH2:12][CH2:13][C:14]2[N:6]([CH2:5][C:4]([OH:34])=[O:3])[N:7]=[CH:8][C:9]1=2. (7) The product is: [CH2:1]([C:8]1[N:13]([CH3:14])[C:12](=[O:15])[C:11]([Br:16])=[CH:10][CH:9]=1)[C:2]1[CH:7]=[CH:6][CH:5]=[CH:4][CH:3]=1. Given the reactants [CH2:1]([C:8]1[N:13]([CH3:14])[C:12](=[O:15])[CH:11]=[CH:10][CH:9]=1)[C:2]1[CH:7]=[CH:6][CH:5]=[CH:4][CH:3]=1.[Br:16]Br, predict the reaction product. (8) Given the reactants Cl[CH2:2][C:3]([NH:5][C:6]1[N:11]=[C:10]2[N:12]([CH2:24][CH3:25])[C:13]([C:15]([N:17]([CH:21]3[CH2:23][CH2:22]3)[CH:18]3[CH2:20][CH2:19]3)=[O:16])=[CH:14][C:9]2=[C:8]2[N:26]([CH3:29])[CH:27]=[N:28][C:7]=12)=O.[C:30]([NH2:33])(=[S:32])[CH3:31], predict the reaction product. The product is: [CH:18]1([N:17]([CH:21]2[CH2:23][CH2:22]2)[C:15]([C:13]2[N:12]([CH2:24][CH3:25])[C:10]3=[N:11][C:6]([NH:5][C:3]4[N:33]=[C:30]([CH3:31])[S:32][CH:2]=4)=[C:7]4[N:28]=[CH:27][N:26]([CH3:29])[C:8]4=[C:9]3[CH:14]=2)=[O:16])[CH2:20][CH2:19]1.